Dataset: Full USPTO retrosynthesis dataset with 1.9M reactions from patents (1976-2016). Task: Predict the reactants needed to synthesize the given product. (1) Given the product [N+:13]([C:11]1[CH:12]=[C:3]2[C:4](=[CH:9][CH:10]=1)[C:5](=[O:6])[NH:16][CH2:2]2)([O-:15])=[O:14], predict the reactants needed to synthesize it. The reactants are: Br[CH2:2][C:3]1[CH:12]=[C:11]([N+:13]([O-:15])=[O:14])[CH:10]=[CH:9][C:4]=1[C:5](OC)=[O:6].[NH4+:16]. (2) The reactants are: [C:1]([C:5]1[O:6][C:7](=O)[C:8]2[CH:14]=[C:13]([I:15])[CH:12]=[CH:11][C:9]=2[N:10]=1)([CH3:4])([CH3:3])[CH3:2].[NH3:17]. Given the product [C:1]([C:5]1[NH:17][C:7](=[O:6])[C:8]2[C:9](=[CH:11][CH:12]=[C:13]([I:15])[CH:14]=2)[N:10]=1)([CH3:4])([CH3:3])[CH3:2], predict the reactants needed to synthesize it. (3) Given the product [F:22][C:21]([F:24])([F:23])[C:20]([NH:19][CH2:16]/[CH:17]=[CH:18]/[C:2]1[CH:15]=[CH:14][CH:13]=[C:4]([O:5][CH2:6][CH:7]2[CH2:12][CH2:11][O:10][CH2:9][CH2:8]2)[CH:3]=1)=[O:25], predict the reactants needed to synthesize it. The reactants are: Br[C:2]1[CH:3]=[C:4]([CH:13]=[CH:14][CH:15]=1)[O:5][CH2:6][CH:7]1[CH2:12][CH2:11][O:10][CH2:9][CH2:8]1.[CH2:16]([NH:19][C:20](=[O:25])[C:21]([F:24])([F:23])[F:22])[CH:17]=[CH2:18].CC1C=CC=CC=1P(C1C=CC=CC=1C)C1C=CC=CC=1C.CCN(CC)CC.